Dataset: Catalyst prediction with 721,799 reactions and 888 catalyst types from USPTO. Task: Predict which catalyst facilitates the given reaction. (1) Reactant: [NH2:1][C:2]1[C:10]([Cl:11])=[N:9][CH:8]=[CH:7][C:3]=1[C:4]([NH2:6])=[O:5].[C:12](Cl)([Cl:14])=S. Product: [Cl:14][C:12]1[N:6]=[C:4]([OH:5])[C:3]2[CH:7]=[CH:8][N:9]=[C:10]([Cl:11])[C:2]=2[N:1]=1. The catalyst class is: 440. (2) Reactant: [CH:1]([N:14]1[CH2:17][C:16]([N:20]([CH3:22])[CH3:21])([C:18]#[N:19])[CH2:15]1)([C:8]1[CH:13]=[CH:12][CH:11]=[CH:10][CH:9]=1)[C:2]1[CH:7]=[CH:6][CH:5]=[CH:4][CH:3]=1.[OH:23]S(O)(=O)=O. Product: [CH:1]([N:14]1[CH2:17][C:16]([N:20]([CH3:22])[CH3:21])([C:18]([NH2:19])=[O:23])[CH2:15]1)([C:8]1[CH:13]=[CH:12][CH:11]=[CH:10][CH:9]=1)[C:2]1[CH:3]=[CH:4][CH:5]=[CH:6][CH:7]=1. The catalyst class is: 2.